This data is from Full USPTO retrosynthesis dataset with 1.9M reactions from patents (1976-2016). The task is: Predict the reactants needed to synthesize the given product. (1) Given the product [C:14]([N:9]1[C:10]2[C:6](=[CH:5][C:4]([C:1](=[O:3])[CH3:2])=[CH:12][CH:11]=2)[CH2:7][C:8]1=[O:13])(=[O:16])[CH3:15], predict the reactants needed to synthesize it. The reactants are: [C:1]([C:4]1[CH:5]=[C:6]2[C:10](=[CH:11][CH:12]=1)[NH:9][C:8](=[O:13])[CH2:7]2)(=[O:3])[CH3:2].[C:14](OC(=O)C)(=[O:16])[CH3:15]. (2) Given the product [CH2:1]([O:8][C:9]1[CH:14]=[CH:13][C:12]([C:15]2[C:16]([C:17]3[CH:22]=[CH:21][N:20]=[CH:19][CH:18]=3)=[CH:27][N:31]([CH3:33])[N:35]=2)=[CH:11][CH:10]=1)[C:2]1[CH:7]=[CH:6][CH:5]=[CH:4][CH:3]=1, predict the reactants needed to synthesize it. The reactants are: [CH2:1]([O:8][C:9]1[CH:14]=[CH:13][C:12]([C:15](=O)[CH2:16][C:17]2[CH:22]=[CH:21][N:20]=[CH:19][CH:18]=2)=[CH:11][CH:10]=1)[C:2]1[CH:7]=[CH:6][CH:5]=[CH:4][CH:3]=1.C(O[CH:27]([N:31]([CH3:33])C)OCC)C.C[NH:35]N. (3) Given the product [NH2:19][C:14]1[CH:15]=[CH:16][CH:17]=[CH:18][C:13]=1[C:12]([NH:11][C:9]1[CH:8]=[CH:7][C:5]2[O:6][C:2]([F:23])([F:1])[O:3][C:4]=2[CH:10]=1)=[O:22], predict the reactants needed to synthesize it. The reactants are: [F:1][C:2]1([F:23])[O:6][C:5]2[CH:7]=[CH:8][C:9]([NH:11][C:12](=[O:22])[C:13]3[CH:18]=[CH:17][CH:16]=[CH:15][C:14]=3[N+:19]([O-])=O)=[CH:10][C:4]=2[O:3]1. (4) Given the product [Cl:1][C:2]1[CH:7]=[CH:6][C:5]([S:8]([C:11]2([C:27]3[CH:32]=[C:31]([F:33])[CH:30]=[CH:29][C:28]=3[F:34])[CH2:12][CH2:13][CH:14]([CH2:17][C:18]([C:20]3[O:24][C:23]([C:25]([OH:37])=[O:26])=[CH:22][CH:21]=3)=[O:19])[CH2:15][CH2:16]2)(=[O:10])=[O:9])=[CH:4][CH:3]=1, predict the reactants needed to synthesize it. The reactants are: [Cl:1][C:2]1[CH:7]=[CH:6][C:5]([S:8]([C:11]2([C:27]3[CH:32]=[C:31]([F:33])[CH:30]=[CH:29][C:28]=3[F:34])[CH2:16][CH2:15][CH:14]([CH2:17][C:18]([C:20]3[O:24][C:23]([CH:25]=[O:26])=[CH:22][CH:21]=3)=[O:19])[CH2:13][CH2:12]2)(=[O:10])=[O:9])=[CH:4][CH:3]=1.S(=O)(=O)([OH:37])N.Cl([O-])=O.[Na+].